This data is from Forward reaction prediction with 1.9M reactions from USPTO patents (1976-2016). The task is: Predict the product of the given reaction. (1) Given the reactants [CH3:1][C:2]([CH3:58])([CH2:23][CH2:24][CH2:25][CH2:26][CH2:27][C:28](=[O:57])[CH2:29][CH2:30][CH2:31][CH2:32][CH2:33][C:34]([CH3:56])([CH3:55])[CH2:35][O:36][P:37]([O:47]CC1C=CC=CC=1)([O:39]CC1C=CC=CC=1)=[O:38])[CH2:3][O:4][P:5]([O:15]CC1C=CC=CC=1)([O:7]CC1C=CC=CC=1)=[O:6].[H][H], predict the reaction product. The product is: [CH3:1][C:2]([CH3:58])([CH2:23][CH2:24][CH2:25][CH2:26][CH2:27][C:28](=[O:57])[CH2:29][CH2:30][CH2:31][CH2:32][CH2:33][C:34]([CH3:56])([CH3:55])[CH2:35][O:36][P:37]([OH:47])([OH:39])=[O:38])[CH2:3][O:4][P:5](=[O:6])([OH:7])[OH:15]. (2) Given the reactants [SiH4].[C:2]1([SiH2:8][C:9]2[CH:14]=[CH:13][CH:12]=[CH:11][CH:10]=2)[CH:7]=[CH:6][CH:5]=[CH:4][CH:3]=1.[CH:15]1([CH3:25])[CH2:20][CH2:19][CH:18]([CH:21]([CH3:23])[CH3:22])[CH:17](O)[CH2:16]1.C1C[O:29]CC1, predict the reaction product. The product is: [C:9]1([SiH:8]([C:2]2[CH:3]=[CH:4][CH:5]=[CH:6][CH:7]=2)[O:29][C:15]2([CH3:25])[CH2:20][CH2:19][CH:18]([CH:21]([CH3:23])[CH3:22])[CH2:17][CH2:16]2)[CH:10]=[CH:11][CH:12]=[CH:13][CH:14]=1. (3) Given the reactants [CH2:1]([Li])[CH2:2]CC.[C:6]([C:10]1[CH:18]=[CH:17][C:13]([C:14]([OH:16])=[O:15])=[CH:12][C:11]=1Br)([CH3:9])([CH3:8])[CH3:7].C(I)C, predict the reaction product. The product is: [C:6]([C:10]1[CH:18]=[CH:17][C:13]([C:14]([OH:16])=[O:15])=[CH:12][C:11]=1[CH2:1][CH3:2])([CH3:9])([CH3:8])[CH3:7].